From a dataset of Reaction yield outcomes from USPTO patents with 853,638 reactions. Predict the reaction yield, written as a fraction of the theoretical maximum amount of product (1.0 means a 100% yield; for example, 0.34 means a 34% yield). (1) The reactants are [CH2:1]([C:5](=[CH2:22])[C:6]([C:8]1[CH:13]=[CH:12][C:11]([NH:14]C(=O)C(C)(C)C)=[C:10]([F:21])[CH:9]=1)=[O:7])[CH2:2][CH2:3][CH3:4].OS(O)(=O)=O. The catalyst is C(Cl)Cl. The product is [NH2:14][C:11]1[CH:12]=[C:13]2[C:8](=[CH:9][C:10]=1[F:21])[C:6](=[O:7])[CH:5]([CH2:1][CH2:2][CH2:3][CH3:4])[CH2:22]2. The yield is 0.370. (2) The product is [Cl:28][C:25]1[S:24][C:23]([C:16]2[C:15]([C:13]3[CH:12]=[CH:11][N:10]=[C:9]([NH2:8])[N:14]=3)=[CH:19][N:18]([CH:20]([CH3:22])[CH3:21])[N:17]=2)=[CH:27][CH:26]=1. The reactants are C([NH:8][C:9]1[N:14]=[C:13]([C:15]2[C:16]([C:23]3[S:24][C:25]([Cl:28])=[CH:26][CH:27]=3)=[N:17][N:18]([CH:20]([CH3:22])[CH3:21])[CH:19]=2)[CH:12]=[CH:11][N:10]=1)C1C=CC=CC=1.O.[OH-].[Na+]. The yield is 0.500. The catalyst is S(=O)(=O)(O)O. (3) The reactants are Cl.[CH2:2]([N:4]1[CH2:8][CH2:7][C:6]2([CH2:13][CH2:12][NH:11][CH2:10][CH2:9]2)[C:5]1=[O:14])[CH3:3].C(N(CC)CC)C.[F:22][C:23]([F:35])([F:34])[C:24]1[CH:25]=[C:26]([S:30](Cl)(=[O:32])=[O:31])[CH:27]=[CH:28][CH:29]=1.O. The catalyst is ClCCl. The product is [CH2:2]([N:4]1[CH2:8][CH2:7][C:6]2([CH2:13][CH2:12][N:11]([S:30]([C:26]3[CH:27]=[CH:28][CH:29]=[C:24]([C:23]([F:22])([F:34])[F:35])[CH:25]=3)(=[O:32])=[O:31])[CH2:10][CH2:9]2)[C:5]1=[O:14])[CH3:3]. The yield is 0.590. (4) The reactants are [NH2:1][C@@H:2]([CH2:10][C:11]1[CH:16]=[CH:15][C:14]([C:17]2[N:22]=[CH:21][C:20]([C:23]3[CH:28]=[CH:27][C:26]([O:29][CH2:30][CH2:31][CH2:32][CH2:33][CH2:34][CH2:35][CH3:36])=[CH:25][CH:24]=3)=[CH:19][N:18]=2)=[CH:13][CH:12]=1)[C:3]([O:5]C(C)(C)C)=[O:4].[C:37]([C:41]1[CH:49]=[CH:48][C:44]([C:45]([OH:47])=O)=[CH:43][CH:42]=1)([CH3:40])([CH3:39])[CH3:38].C(N(C(C)C)C(C)C)C.CN(C(ON1N=NC2C=CC=NC1=2)=[N+](C)C)C.F[P-](F)(F)(F)(F)F. The catalyst is CN(C=O)C.O. The product is [C:37]([C:41]1[CH:42]=[CH:43][C:44]([C:45]([NH:1][C@@H:2]([CH2:10][C:11]2[CH:12]=[CH:13][C:14]([C:17]3[N:22]=[CH:21][C:20]([C:23]4[CH:28]=[CH:27][C:26]([O:29][CH2:30][CH2:31][CH2:32][CH2:33][CH2:34][CH2:35][CH3:36])=[CH:25][CH:24]=4)=[CH:19][N:18]=3)=[CH:15][CH:16]=2)[C:3]([OH:5])=[O:4])=[O:47])=[CH:48][CH:49]=1)([CH3:38])([CH3:39])[CH3:40]. The yield is 0.850. (5) The reactants are O.[Cl:2][C:3]1[CH:8]=[CH:7][CH:6]=[CH:5][C:4]=1[CH:9]([N:13]1[CH2:18][CH2:17][C:16]2[S:19][CH:20]=[CH:21][C:15]=2[CH2:14]1)[C:10]([OH:12])=[O:11].[NH2:22][C@H:23]([CH2:35][OH:36])[C@@H:24]([C:26]1[CH:31]=[CH:30][C:29]([N+:32]([O-:34])=[O:33])=[CH:28][CH:27]=1)[OH:25].O. The product is [NH2:22][C@H:23]([CH2:35][OH:36])[C@@H:24]([C:26]1[CH:27]=[CH:28][C:29]([N+:32]([O-:34])=[O:33])=[CH:30][CH:31]=1)[OH:25].[Cl:2][C:3]1[CH:8]=[CH:7][CH:6]=[CH:5][C:4]=1[C@H:9]([N:13]1[CH2:18][CH2:17][C:16]2[S:19][CH:20]=[CH:21][C:15]=2[CH2:14]1)[C:10]([OH:12])=[O:11]. The catalyst is CO. The yield is 0.850. (6) The reactants are [F:1][C:2]1[CH:3]=[C:4]([NH:21][C:22]([C:24]2[C:25](=[O:40])[N:26]([C:34]3[CH:39]=[CH:38][CH:37]=[CH:36][CH:35]=3)[N:27]([CH2:30][CH:31]([OH:33])[CH3:32])[C:28]=2[CH3:29])=[O:23])[CH:5]=[CH:6][C:7]=1[O:8][C:9]1[C:18]2[C:13](=[CH:14][C:15]([O:19][CH3:20])=[CH:16][CH:17]=2)[N:12]=[CH:11][CH:10]=1.[C:41]([N:51]([CH2:53][C:54](O)=[O:55])[CH3:52])([O:43][CH2:44][C:45]1[CH:50]=[CH:49][CH:48]=[CH:47][CH:46]=1)=[O:42].C(Cl)CCl. The catalyst is CN(C1C=CN=CC=1)C.C(Cl)Cl. The product is [CH2:44]([O:43][C:41]([N:51]([CH3:52])[CH2:53][C:54]([O:33][C@H:31]([CH3:32])[CH2:30][N:27]1[C:28]([CH3:29])=[C:24]([C:22](=[O:23])[NH:21][C:4]2[CH:5]=[CH:6][C:7]([O:8][C:9]3[C:18]4[C:13](=[CH:14][C:15]([O:19][CH3:20])=[CH:16][CH:17]=4)[N:12]=[CH:11][CH:10]=3)=[C:2]([F:1])[CH:3]=2)[C:25](=[O:40])[N:26]1[C:34]1[CH:35]=[CH:36][CH:37]=[CH:38][CH:39]=1)=[O:55])=[O:42])[C:45]1[CH:50]=[CH:49][CH:48]=[CH:47][CH:46]=1. The yield is 0.840. (7) The product is [Cl:16][C:10]1[C:9]([CH3:17])=[C:8]([N+:18]([O-:20])=[O:19])[C:7]([C:28]2[CH:27]=[CH:26][CH:25]=[C:24]([F:23])[CH:29]=2)=[C:12]([C:13](=[O:15])[CH3:14])[CH:11]=1. The catalyst is C1(C)C=CC=CC=1.C(=O)(O)[O-].[Na+].O.C1C=CC([P]([Pd]([P](C2C=CC=CC=2)(C2C=CC=CC=2)C2C=CC=CC=2)([P](C2C=CC=CC=2)(C2C=CC=CC=2)C2C=CC=CC=2)[P](C2C=CC=CC=2)(C2C=CC=CC=2)C2C=CC=CC=2)(C2C=CC=CC=2)C2C=CC=CC=2)=CC=1. The reactants are FC(F)(F)S(O[C:7]1[C:12]([C:13](=[O:15])[CH3:14])=[CH:11][C:10]([Cl:16])=[C:9]([CH3:17])[C:8]=1[N+:18]([O-:20])=[O:19])(=O)=O.[F:23][C:24]1[CH:25]=[C:26](B(O)O)[CH:27]=[CH:28][CH:29]=1.N#N. The yield is 0.920. (8) The reactants are [F:1][C:2]1[CH:7]=[CH:6][C:5]([NH:8][C:9]2[C:14]([CH3:15])=[CH:13][C:12]([CH3:16])=[CH:11][C:10]=2[CH3:17])=[C:4]([N+:18]([O-])=O)[CH:3]=1. The catalyst is [Pd].C(OCC)(=O)C. The product is [F:1][C:2]1[CH:3]=[C:4]([NH2:18])[C:5]([NH:8][C:9]2[C:10]([CH3:17])=[CH:11][C:12]([CH3:16])=[CH:13][C:14]=2[CH3:15])=[CH:6][CH:7]=1. The yield is 1.00. (9) The reactants are [CH3:1][C:2]([CH:5]=O)([CH3:4])[CH3:3].C(O)(=O)C.[C:11]([O:15][C:16]([CH3:19])([CH3:18])[CH3:17])(=[O:14])[NH:12][NH2:13]. The catalyst is CO. The product is [C:16]([O:15][C:11]([NH:12][N:13]=[CH:5][C:2]([CH3:1])([CH3:3])[CH3:4])=[O:14])([CH3:19])([CH3:18])[CH3:17]. The yield is 0.930.